Predict the reactants needed to synthesize the given product. From a dataset of Full USPTO retrosynthesis dataset with 1.9M reactions from patents (1976-2016). (1) Given the product [I:1][CH2:10][CH:11]([C:12]1[CH:17]=[CH:16][CH:15]=[CH:14][CH:13]=1)[OH:18], predict the reactants needed to synthesize it. The reactants are: [I:1]N1C(C)(C)COC1=O.[CH2:10]=[CH:11][C:12]1[CH:17]=[CH:16][CH:15]=[CH:14][CH:13]=1.[OH2:18]. (2) Given the product [CH2:1]([N:3]1[C:12]2[C:7](=[C:8]([OH:23])[C:9]([O:13][CH2:14][C:15]3[CH:20]=[CH:19][C:18]([O:21][CH3:22])=[CH:17][CH:16]=3)=[CH:10][CH:11]=2)[C:6](=[O:24])[C:5]([C:25]([NH:68][CH2:67][CH2:66][N:61]2[CH2:65][CH2:64][CH2:63][CH2:62]2)=[O:26])=[CH:4]1)[CH3:2], predict the reactants needed to synthesize it. The reactants are: [CH2:1]([N:3]1[C:12]2[C:7](=[C:8]([OH:23])[C:9]([O:13][CH2:14][C:15]3[CH:20]=[CH:19][C:18]([O:21][CH3:22])=[CH:17][CH:16]=3)=[CH:10][CH:11]=2)[C:6](=[O:24])[C:5]([C:25](O)=[O:26])=[CH:4]1)[CH3:2].CN(C(ON1N=NC2C=CC=NC1=2)=[N+](C)C)C.F[P-](F)(F)(F)(F)F.CCN(C(C)C)C(C)C.[N:61]1([CH2:66][CH2:67][NH2:68])[CH2:65][CH2:64][CH2:63][CH2:62]1. (3) Given the product [CH3:1][O:2][C:3]1[CH:8]=[CH:7][CH:6]=[CH:5][C:4]=1[C:9]1[N:14]=[CH:13][N:12]=[C:11]([NH:15][C:30](=[O:31])[CH2:29][C:23]2[CH:28]=[CH:27][CH:26]=[CH:25][CH:24]=2)[CH:10]=1, predict the reactants needed to synthesize it. The reactants are: [CH3:1][O:2][C:3]1[CH:8]=[CH:7][CH:6]=[CH:5][C:4]=1[C:9]1[N:14]=[CH:13][N:12]=[C:11]([NH2:15])[CH:10]=1.CCN(CC)CC.[C:23]1([CH2:29][C:30](Cl)=[O:31])[CH:28]=[CH:27][CH:26]=[CH:25][CH:24]=1. (4) Given the product [NH2:17][C@H:18]([CH3:39])[CH2:19][C:21]1[C:29]2[C:24](=[C:25]([O:30][CH2:31][C:32]([N:33]([CH2:34][CH3:35])[CH2:36][CH3:37])=[O:38])[CH:26]=[CH:27][CH:28]=2)[NH:23][CH:22]=1, predict the reactants needed to synthesize it. The reactants are: C1C2C(COC(=O)[NH:17][C@H:18]([CH3:39])[C:19]([C:21]3[C:29]4[C:24](=[C:25]([O:30][CH2:31][C:32](=[O:38])[N:33]([CH2:36][CH3:37])[CH2:34][CH3:35])[CH:26]=[CH:27][CH:28]=4)[NH:23][CH:22]=3)=O)C3C(=CC=CC=3)C=2C=CC=1.[BH4-].[Na+].CO. (5) Given the product [CH3:19][N:20]([CH3:30])[C:21]1[CH:22]=[C:23]([CH:27]=[CH:28][CH:29]=1)[C:24]([NH:1][C:2]1[CH:3]=[C:4]2[C:9](=[C:10]([CH3:12])[CH:11]=1)[CH:8]=[N:7][C:6]([NH:13][C:14]([NH:16][CH2:17][CH3:18])=[O:15])=[CH:5]2)=[O:25], predict the reactants needed to synthesize it. The reactants are: [NH2:1][C:2]1[CH:3]=[C:4]2[C:9](=[C:10]([CH3:12])[CH:11]=1)[CH:8]=[N:7][C:6]([NH:13][C:14]([NH:16][CH2:17][CH3:18])=[O:15])=[CH:5]2.[CH3:19][N:20]([CH3:30])[C:21]1[CH:22]=[C:23]([CH:27]=[CH:28][CH:29]=1)[C:24](O)=[O:25].CCN(C(C)C)C(C)C. (6) Given the product [CH2:1]([C:3]1[CH:8]=[CH:7][C:6]([OH:26])=[C:5]([C:9]([C:11]2[CH:16]=[CH:15][CH:14]=[CH:13][CH:12]=2)=[CH2:10])[CH:4]=1)[CH3:2], predict the reactants needed to synthesize it. The reactants are: [CH2:1]([C:3]1[CH:8]=[CH:7][CH:6]=[C:5]([C:9]([C:11]2[CH:16]=[CH:15][CH:14]=[CH:13][CH:12]=2)=[CH2:10])[CH:4]=1)[CH3:2].Cl.N1C=CC=CC=1.CC[O:26]CC. (7) The reactants are: [OH:1][C:2]1[C:11]2[C:6](=[CH:7][CH:8]=[CH:9][CH:10]=2)[C:5]([NH:17]OC)([CH2:12][CH2:13][CH:14]([CH3:16])[CH3:15])[C:4](=[O:20])[C:3]=1[C:21]1[NH:26][C:25]2[CH:27]=[CH:28][C:29]([NH:31][C:32](=[O:38])[O:33][C:34]([CH3:37])([CH3:36])[CH3:35])=[CH:30][C:24]=2[S:23](=[O:40])(=[O:39])[N:22]=1.O. Given the product [NH2:17][C:5]1([CH2:12][CH2:13][CH:14]([CH3:16])[CH3:15])[C:6]2[C:11](=[CH:10][CH:9]=[CH:8][CH:7]=2)[C:2]([OH:1])=[C:3]([C:21]2[NH:26][C:25]3[CH:27]=[CH:28][C:29]([NH:31][C:32](=[O:38])[O:33][C:34]([CH3:37])([CH3:36])[CH3:35])=[CH:30][C:24]=3[S:23](=[O:40])(=[O:39])[N:22]=2)[C:4]1=[O:20], predict the reactants needed to synthesize it. (8) Given the product [ClH:36].[F:1][C:2]1[C:7]([CH3:8])=[CH:6][C:5]2[N:9]([CH:10]3[CH2:15][CH2:14][N:13]([C@H:16]4[CH2:21][CH2:20][C@H:19]([O:22][CH2:23][CH2:24][CH3:25])[CH2:18][CH2:17]4)[CH2:12][CH2:11]3)[C:37](=[O:39])[NH:26][C:4]=2[CH:3]=1, predict the reactants needed to synthesize it. The reactants are: [F:1][C:2]1[CH:3]=[C:4]([NH2:26])[C:5]([NH:9][CH:10]2[CH2:15][CH2:14][N:13]([C@H:16]3[CH2:21][CH2:20][C@H:19]([O:22][CH2:23][CH2:24][CH3:25])[CH2:18][CH2:17]3)[CH2:12][CH2:11]2)=[CH:6][C:7]=1[CH3:8].C(N(C(C)C)CC)(C)C.[Cl:36][C:37](Cl)([O:39]C(=O)OC(Cl)(Cl)Cl)Cl.C([O-])(O)=O.[Na+]. (9) Given the product [Cl:1][C:2]1[CH:7]=[CH:6][CH:5]=[C:4]([F:8])[C:3]=1[NH:9][C:10]1[NH:11][C:12]2[C:18]3[CH2:19][C:20]([CH3:22])([CH3:23])[O:21][C:17]=3[C:16]([C:24]([NH:34][C:33]3[CH:35]=[CH:36][C:37]([CH3:39])=[CH:38][C:32]=3[F:31])=[O:26])=[CH:15][C:13]=2[N:14]=1, predict the reactants needed to synthesize it. The reactants are: [Cl:1][C:2]1[CH:7]=[CH:6][CH:5]=[C:4]([F:8])[C:3]=1[NH:9][C:10]1[NH:11][C:12]2[C:18]3[CH2:19][C:20]([CH3:23])([CH3:22])[O:21][C:17]=3[C:16]([C:24]([OH:26])=O)=[CH:15][C:13]=2[N:14]=1.S(Cl)(Cl)=O.[F:31][C:32]1[CH:38]=[C:37]([CH3:39])[CH:36]=[CH:35][C:33]=1[NH2:34].CCN(C(C)C)C(C)C.